This data is from Full USPTO retrosynthesis dataset with 1.9M reactions from patents (1976-2016). The task is: Predict the reactants needed to synthesize the given product. (1) Given the product [F:37][C:31]1[CH:32]=[CH:33][C:34]([F:36])=[CH:35][C:30]=1[CH2:29][C@H:16]([NH:15][C:12]([C:9]1[S:10][CH:11]=[C:7]([C:6]2[N:2]([CH3:1])[N:3]=[CH:4][CH:5]=2)[CH:8]=1)=[O:14])[CH2:17][N:18]1[C:26](=[O:27])[C:25]2[C:20](=[CH:21][CH:22]=[CH:23][CH:24]=2)[C:19]1=[O:28], predict the reactants needed to synthesize it. The reactants are: [CH3:1][N:2]1[C:6]([C:7]2[CH:8]=[C:9]([C:12]([OH:14])=O)[S:10][CH:11]=2)=[CH:5][CH:4]=[N:3]1.[NH2:15][C@@H:16]([CH2:29][C:30]1[CH:35]=[C:34]([F:36])[CH:33]=[CH:32][C:31]=1[F:37])[CH2:17][N:18]1[C:26](=[O:27])[C:25]2[C:20](=[CH:21][CH:22]=[CH:23][CH:24]=2)[C:19]1=[O:28].FC1C=CC=C(F)C=1C[C@@H](C(O)=O)N.C1CN([P+](Br)(N2CCCC2)N2CCCC2)CC1.F[P-](F)(F)(F)(F)F.CCN(C(C)C)C(C)C. (2) Given the product [CH2:1]([N:4]1[C:12]2[CH:11]=[CH:10][C:9]([C:13]([N:15]3[CH2:20][CH2:19][CH:18]([CH3:21])[CH2:17][CH2:16]3)=[O:14])=[CH:8][C:7]=2[C:6]2[CH2:22][N:23]([S:35]([CH2:33][CH3:34])(=[O:37])=[O:36])[CH2:24][CH2:25][C:5]1=2)[CH:2]=[CH2:3], predict the reactants needed to synthesize it. The reactants are: [CH2:1]([N:4]1[C:12]2[CH:11]=[CH:10][C:9]([C:13]([N:15]3[CH2:20][CH2:19][CH:18]([CH3:21])[CH2:17][CH2:16]3)=[O:14])=[CH:8][C:7]=2[C:6]2[CH2:22][NH:23][CH2:24][CH2:25][C:5]1=2)[CH:2]=[CH2:3].C(N(CC)CC)C.[CH2:33]([S:35](Cl)(=[O:37])=[O:36])[CH3:34]. (3) Given the product [O:26]1[CH2:31][CH2:30][N:29]([C:32]2[C:37]([NH:38][C:2]3[C:11]4[C:6](=[CH:7][C:8]([F:13])=[CH:9][C:10]=4[F:12])[N:5]=[C:4]([C:14]4[CH:19]=[C:18]([CH3:20])[CH:17]=[CH:16][C:15]=4[S:21]([CH3:24])(=[O:23])=[O:22])[C:3]=3[CH3:25])=[CH:36][C:35]([N:39]3[CH2:40][CH2:41][O:42][CH2:43][CH2:44]3)=[CH:34][N:33]=2)[CH2:28][CH2:27]1, predict the reactants needed to synthesize it. The reactants are: Cl[C:2]1[C:11]2[C:6](=[CH:7][C:8]([F:13])=[CH:9][C:10]=2[F:12])[N:5]=[C:4]([C:14]2[CH:19]=[C:18]([CH3:20])[CH:17]=[CH:16][C:15]=2[S:21]([CH3:24])(=[O:23])=[O:22])[C:3]=1[CH3:25].[O:26]1[CH2:31][CH2:30][N:29]([C:32]2[C:37]([NH2:38])=[CH:36][C:35]([N:39]3[CH2:44][CH2:43][O:42][CH2:41][CH2:40]3)=[CH:34][N:33]=2)[CH2:28][CH2:27]1. (4) The reactants are: [NH:1]1[CH:5]=[N:4][C:3]([NH2:6])=[N:2]1.[O:7]1[C:11]2([CH2:16][CH2:15][C:14](=O)[CH2:13][CH2:12]2)[O:10][CH2:9][CH2:8]1.C(O[BH-](OC(=O)C)OC(=O)C)(=O)C.[Na+].O. Given the product [O:7]1[C:11]2([CH2:16][CH2:15][CH:14]([NH:6][C:3]3[NH:4][CH:5]=[N:1][N:2]=3)[CH2:13][CH2:12]2)[O:10][CH2:9][CH2:8]1, predict the reactants needed to synthesize it. (5) Given the product [C:29]([Si:26]([CH3:28])([CH3:27])[O:25][C@@H:22]1[CH2:23][CH2:24][C@H:19]([N:16]2[CH2:17][CH2:18][CH:14]([CH2:13][C:12]3[C:11]([Cl:37])=[CH:10][C:9]([OH:8])=[CH:35][C:34]=3[Cl:36])[C:15]2=[O:33])[CH2:20][CH2:21]1)([CH3:31])([CH3:30])[CH3:32], predict the reactants needed to synthesize it. The reactants are: C([O:8][C:9]1[CH:35]=[C:34]([Cl:36])[C:12]([CH2:13][CH:14]2[CH2:18][CH2:17][N:16]([C@H:19]3[CH2:24][CH2:23][C@@H:22]([O:25][Si:26]([C:29]([CH3:32])([CH3:31])[CH3:30])([CH3:28])[CH3:27])[CH2:21][CH2:20]3)[C:15]2=[O:33])=[C:11]([Cl:37])[CH:10]=1)C1C=CC=CC=1.[H][H]. (6) Given the product [NH2:8][C:5]1[O:6][CH2:7][C:2]([F:1])([F:18])[C@@:3]2([C:16]3[C:11](=[CH:12][CH:13]=[C:14]([NH:17][C:27](=[O:28])[C:24]4[CH:23]=[CH:22][C:21]([C:20]([F:30])([F:19])[F:31])=[CH:26][N:25]=4)[CH:15]=3)[CH2:10][CH2:9]2)[N:4]=1, predict the reactants needed to synthesize it. The reactants are: [F:1][C:2]1([F:18])[CH2:7][O:6][C:5]([NH2:8])=[N:4][C@@:3]21[C:16]1[C:11](=[CH:12][CH:13]=[C:14]([NH2:17])[CH:15]=1)[CH2:10][CH2:9]2.[F:19][C:20]([F:31])([F:30])[C:21]1[CH:22]=[CH:23][C:24]([C:27](O)=[O:28])=[N:25][CH:26]=1.